From a dataset of Reaction yield outcomes from USPTO patents with 853,638 reactions. Predict the reaction yield, written as a fraction of the theoretical maximum amount of product (1.0 means a 100% yield; for example, 0.34 means a 34% yield). (1) The reactants are C([Li])CCC.[CH3:6][C:7]1[O:8][CH:9]=[CH:10][CH:11]=1.[CH3:12][C:13]1([CH:18]=[O:19])[CH2:17][CH2:16][CH2:15][O:14]1.[Cl-].[NH4+]. The catalyst is CCCCCC.O1CCCC1. The product is [CH3:6][C:7]1[O:8][C:9]([CH:18]([C:13]2([CH3:12])[CH2:17][CH2:16][CH2:15][O:14]2)[OH:19])=[CH:10][CH:11]=1. The yield is 0.660. (2) The reactants are [Cl-].O[NH3+:3].[C:4](=[O:7])([O-])[OH:5].[Na+].CS(C)=O.[CH3:13][C:14]1([CH3:51])[CH2:18][C:17]2[CH:19]=[CH:20][CH:21]=[C:22]([O:23][C:24]3[C:29](=[O:30])[N:28]([CH2:31][C:32]4[CH:37]=[CH:36][C:35]([C:38]5[C:39]([C:44]#[N:45])=[CH:40][CH:41]=[CH:42][CH:43]=5)=[CH:34][CH:33]=4)[C:27]([CH2:46][CH2:47][CH3:48])=[N:26][C:25]=3[CH2:49][CH3:50])[C:16]=2[O:15]1. The catalyst is C(OCC)(=O)C. The product is [CH3:51][C:14]1([CH3:13])[CH2:18][C:17]2[CH:19]=[CH:20][CH:21]=[C:22]([O:23][C:24]3[C:29](=[O:30])[N:28]([CH2:31][C:32]4[CH:37]=[CH:36][C:35]([C:38]5[CH:43]=[CH:42][CH:41]=[CH:40][C:39]=5[C:44]5[NH:3][C:4](=[O:7])[O:5][N:45]=5)=[CH:34][CH:33]=4)[C:27]([CH2:46][CH2:47][CH3:48])=[N:26][C:25]=3[CH2:49][CH3:50])[C:16]=2[O:15]1. The yield is 0.490.